Dataset: Full USPTO retrosynthesis dataset with 1.9M reactions from patents (1976-2016). Task: Predict the reactants needed to synthesize the given product. (1) The reactants are: [Na].CO.[CH3:4][O:5][C:6](=[O:16])[CH2:7][S:8][CH2:9][CH2:10][CH2:11][C:12](OC)=[O:13]. Given the product [O:13]=[C:12]1[CH2:11][CH2:10][CH2:9][S:8][CH:7]1[C:6]([O:5][CH3:4])=[O:16], predict the reactants needed to synthesize it. (2) The reactants are: Cl.[CH2:2]([O:9][C:10]1[CH:11]=[C:12]([CH:21]=[CH:22][CH:23]=1)[O:13][CH2:14][CH:15]1[CH2:20][CH2:19][NH:18][CH2:17][CH2:16]1)[C:3]1[CH:8]=[CH:7][CH:6]=[CH:5][CH:4]=1.C(N(C(C)C)CC)(C)C.[CH3:33][S:34](Cl)(=[O:36])=[O:35].C(=O)(O)[O-].[Na+]. Given the product [CH2:2]([O:9][C:10]1[CH:11]=[C:12]([CH:21]=[CH:22][CH:23]=1)[O:13][CH2:14][CH:15]1[CH2:20][CH2:19][N:18]([S:34]([CH3:33])(=[O:36])=[O:35])[CH2:17][CH2:16]1)[C:3]1[CH:4]=[CH:5][CH:6]=[CH:7][CH:8]=1, predict the reactants needed to synthesize it.